This data is from Reaction yield outcomes from USPTO patents with 853,638 reactions. The task is: Predict the reaction yield, written as a fraction of the theoretical maximum amount of product (1.0 means a 100% yield; for example, 0.34 means a 34% yield). (1) The reactants are [F:1][C:2]1[CH:10]=[CH:9][C:5]([C:6]([OH:8])=[O:7])=[C:4]([OH:11])[CH:3]=1.S(=O)(=O)(O)O.[CH2:17](O)[CH3:18]. No catalyst specified. The product is [CH2:17]([O:7][C:6](=[O:8])[C:5]1[CH:9]=[CH:10][C:2]([F:1])=[CH:3][C:4]=1[OH:11])[CH3:18]. The yield is 0.850. (2) The reactants are [CH2:1]([N:8]1[CH2:13][CH2:12][CH:11]([CH2:14][CH2:15][CH2:16][OH:17])[CH2:10][CH2:9]1)[C:2]1[CH:7]=[CH:6][CH:5]=[CH:4][CH:3]=1.C(N(CC)CC)C.[CH3:25][S:26](Cl)(=[O:28])=[O:27]. The catalyst is O1CCCC1. The product is [CH2:1]([N:8]1[CH2:13][CH2:12][CH:11]([CH2:14][CH2:15][CH2:16][O:17][S:26]([CH3:25])(=[O:28])=[O:27])[CH2:10][CH2:9]1)[C:2]1[CH:7]=[CH:6][CH:5]=[CH:4][CH:3]=1. The yield is 0.839. (3) The reactants are [OH:1][CH:2]1[CH2:6][CH2:5][CH:4]([C:7]2[N:12]=[C:11]3[CH2:13][CH2:14][CH2:15][C:10]3=[C:9]([NH:16][C:17]3[CH:22]=[CH:21][C:20]([CH2:23][C:24]([O:26]CC)=O)=[CH:19][CH:18]=3)[CH:8]=2)[CH2:3]1.[NH3:29]. The catalyst is CO. The product is [OH:1][CH:2]1[CH2:6][CH2:5][CH:4]([C:7]2[N:12]=[C:11]3[CH2:13][CH2:14][CH2:15][C:10]3=[C:9]([NH:16][C:17]3[CH:18]=[CH:19][C:20]([CH2:23][C:24]([NH2:29])=[O:26])=[CH:21][CH:22]=3)[CH:8]=2)[CH2:3]1. The yield is 0.670. (4) The reactants are C([O:3][C:4]([C:6]1[NH:7][C:8]2[C:13]([CH:14]=1)=[CH:12][CH:11]=[C:10]([C:15](=[O:17])[NH2:16])[CH:9]=2)=[O:5])C.Cl. The catalyst is O1CCOCC1.O.O. The product is [C:15]([C:10]1[CH:9]=[C:8]2[C:13]([CH:14]=[C:6]([C:4]([OH:5])=[O:3])[NH:7]2)=[CH:12][CH:11]=1)(=[O:17])[NH2:16]. The yield is 0.700. (5) The reactants are [F-].[K+].[NH2:3][CH2:4][C:5]1[N:10]=[C:9]([CH3:11])[N:8]=[C:7]([O:12][C:13]2[CH:18]=[CH:17][C:16]([CH2:19][S:20]([N:23]([CH3:31])C(=O)OC(C)(C)C)(=[O:22])=[O:21])=[CH:15][CH:14]=2)[CH:6]=1.Cl[C:33]1[N:38]=[CH:37][C:36]([Cl:39])=[CH:35][N:34]=1. The catalyst is CS(C)=O. The product is [Cl:39][C:36]1[CH:35]=[N:34][C:33]([NH:3][CH2:4][C:5]2[N:10]=[C:9]([CH3:11])[N:8]=[C:7]([O:12][C:13]3[CH:14]=[CH:15][C:16]([CH2:19][S:20]([NH:23][CH3:31])(=[O:21])=[O:22])=[CH:17][CH:18]=3)[CH:6]=2)=[N:38][CH:37]=1. The yield is 0.446.